This data is from Full USPTO retrosynthesis dataset with 1.9M reactions from patents (1976-2016). The task is: Predict the reactants needed to synthesize the given product. (1) The reactants are: [CH2:1]([NH2:10])[CH2:2][CH2:3][CH2:4][CH2:5][CH2:6][CH2:7][CH2:8][CH3:9].[N:11]1C=CC=CC=1.[CH3:17][CH:18]([C:22](Cl)=[O:23])[C:19](Cl)=[O:20].Cl. Given the product [CH3:17][CH:18]([C:22]([NH2:11])=[O:23])[C:19]([NH:10][CH2:1][CH2:2][CH2:3][CH2:4][CH2:5][CH2:6][CH2:7][CH2:8][CH3:9])=[O:20], predict the reactants needed to synthesize it. (2) Given the product [OH:24][C:7]([CH3:22])([CH2:6][CH2:5][C:4]1[C:9](=[O:8])[C:10]([CH3:13])=[C:11]([CH3:12])[C:2](=[O:1])[C:3]=1[CH3:23])[C:14]([NH:16][CH2:17][C:18]([O:20][CH3:21])=[O:19])=[O:15], predict the reactants needed to synthesize it. The reactants are: [OH:1][C:2]1[C:3]([CH3:23])=[C:4]2[C:9](=[C:10]([CH3:13])[C:11]=1[CH3:12])[O:8][C:7]([CH3:22])([C:14]([NH:16][CH2:17][C:18]([O:20][CH3:21])=[O:19])=[O:15])[CH2:6][CH2:5]2.[O:24]=[N+]([O-])[O-].[O-][N+](=O)[O-].[O-][N+](=O)[O-].[O-][N+](=O)[O-].[O-][N+](=O)[O-].[O-][N+](=O)[O-].[Ce+4].[NH4+].[NH4+].